The task is: Predict which catalyst facilitates the given reaction.. This data is from Catalyst prediction with 721,799 reactions and 888 catalyst types from USPTO. (1) Reactant: [O:1]=[C:2]1[N:6]([CH2:7][O:8][CH2:9][CH2:10][Si:11]([CH3:14])([CH3:13])[CH3:12])[C:5]2[CH:15]=[CH:16][C:17]([CH:19]([C:21]3[CH:25]=[CH:24][N:23]([C:26]4[N:31]=[CH:30][C:29]([CH:32]=[O:33])=[CH:28][CH:27]=4)[N:22]=3)[CH3:20])=[CH:18][C:4]=2[S:3]1.[CH3:34][Mg]Br. Product: [OH:33][CH:32]([C:29]1[CH:28]=[CH:27][C:26]([N:23]2[CH:24]=[CH:25][C:21]([CH:19]([C:17]3[CH:16]=[CH:15][C:5]4[N:6]([CH2:7][O:8][CH2:9][CH2:10][Si:11]([CH3:14])([CH3:13])[CH3:12])[C:2](=[O:1])[S:3][C:4]=4[CH:18]=3)[CH3:20])=[N:22]2)=[N:31][CH:30]=1)[CH3:34]. The catalyst class is: 627. (2) Reactant: [CH3:1][C:2]1[CH:3]=[C:4]([C:8]2[N:13]=[C:12]([C:14](OC)=[O:15])[C:11]([CH:18]3[CH2:22][CH2:21][CH2:20][CH2:19]3)=[N:10][CH:9]=2)[CH:5]=[N:6][CH:7]=1.C[Si](C)(C)[O-].[K+].[CH3:29][O:30][C:31]1[C:36]([O:37][CH3:38])=[CH:35][CH:34]=[C:33]([CH2:39][NH2:40])[N:32]=1.C(Cl)CCl.C1C=NC2N(O)N=NC=2C=1.C(N(C(C)C)CC)(C)C. Product: [CH3:38][O:37][C:36]1[CH:35]=[CH:34][C:33]([CH2:39][NH:40][C:14]([C:12]2[C:11]([CH:18]3[CH2:22][CH2:21][CH2:20][CH2:19]3)=[N:10][CH:9]=[C:8]([C:4]3[CH:5]=[N:6][CH:7]=[C:2]([CH3:1])[CH:3]=3)[N:13]=2)=[O:15])=[N:32][C:31]=1[O:30][CH3:29]. The catalyst class is: 118.